From a dataset of Full USPTO retrosynthesis dataset with 1.9M reactions from patents (1976-2016). Predict the reactants needed to synthesize the given product. (1) The reactants are: [NH2:1][C:2]1[CH:7]=[C:6]([C:8]([C:10]2[C:14]3[CH:15]=[N:16][CH:17]=[CH:18][C:13]=3[N:12]([CH:19]([CH3:21])[CH3:20])[N:11]=2)=[O:9])[CH:5]=[CH:4][N:3]=1.[CH:22]1([C:25]2[O:26][CH:27]=[C:28]([CH2:30][C:31](O)=[O:32])[N:29]=2)[CH2:24][CH2:23]1.CN(C(ON1N=NC2C=CC=NC1=2)=[N+](C)C)C.F[P-](F)(F)(F)(F)F. Given the product [CH:22]1([C:25]2[O:26][CH:27]=[C:28]([CH2:30][C:31]([NH:1][C:2]3[CH:7]=[C:6]([C:8]([C:10]4[C:14]5[CH:15]=[N:16][CH:17]=[CH:18][C:13]=5[N:12]([CH:19]([CH3:21])[CH3:20])[N:11]=4)=[O:9])[CH:5]=[CH:4][N:3]=3)=[O:32])[N:29]=2)[CH2:24][CH2:23]1, predict the reactants needed to synthesize it. (2) Given the product [C:20]([C:19]1[CH:22]=[CH:23][C:16]([N:4]2[C:5](=[O:15])[C:6]([CH2:13][O:14][C@@H:40]([CH2:39][CH:38]=[O:44])[C:41]([OH:43])=[O:42])([C:7]3[CH:8]=[CH:9][CH:10]=[CH:11][CH:12]=3)[N:2]([CH3:1])[C:3]2=[O:28])=[CH:17][C:18]=1[C:24]([F:25])([F:27])[F:26])#[N:21], predict the reactants needed to synthesize it. The reactants are: [CH3:1][N:2]1[C@:6]([CH2:13][OH:14])([C:7]2[CH:12]=[CH:11][CH:10]=[CH:9][CH:8]=2)[C:5](=[O:15])[N:4]([C:16]2[CH:23]=[CH:22][C:19]([C:20]#[N:21])=[C:18]([C:24]([F:27])([F:26])[F:25])[CH:17]=2)[C:3]1=[O:28].CN(C1C=CC=CN=1)C.[C:38]1(=[O:44])[O:43][C:41](=[O:42])[CH2:40][CH2:39]1. (3) Given the product [Cl:1][C:2]1[CH:3]=[CH:4][N:5]2[C:10]=1[C:9]([OH:11])=[CH:8][C:7]([OH:17])=[N:6]2, predict the reactants needed to synthesize it. The reactants are: [Cl:1][C:2]1[CH:3]=[CH:4][N:5]2[C:10]=1[C:9](=[O:11])[CH:8](C(OCC)=O)[C:7](=[O:17])[NH:6]2.[OH-].[Na+]. (4) The reactants are: [O:1]1C=C[CH:3]=[CH:2]1.[C:6]([O:14][CH3:15])(=[O:13])/[CH:7]=[CH:8]\[C:9]([O:11][CH3:12])=[O:10].[Na+].[Br-].C[O:19][C:20]1[O:24][CH2:23]CC=1OC.[CH3:27][O:28][C:29]1(OC)CCC[O:30]1. Given the product [C:6]([O:14][CH3:15])(=[O:13])[CH2:7][CH2:8][C:9]([O:11][CH3:12])=[O:10].[C:7]([C:20]([O:24][CH3:23])=[O:19])([C:29]([O:28][CH3:27])=[O:30])([C:6]([O:14][CH3:15])=[O:13])[CH:8]([C:9]([O:11][CH3:12])=[O:10])[CH2:2][CH3:3].[CH3:2][O:1][CH:8]([CH2:7][C:6]([OH:14])=[O:13])[C:9]([OH:11])=[O:10], predict the reactants needed to synthesize it. (5) Given the product [Cl-:20].[CH3:17][C:14]1[N:13]=[CH:12][C:11]([C:8]2[S:7][C:6]([NH3+:5])=[N:10][CH:9]=2)=[CH:16][CH:15]=1, predict the reactants needed to synthesize it. The reactants are: CC(C)(C)C([NH:5][C:6]1[S:7][C:8]([C:11]2[CH:12]=[N:13][C:14]([CH3:17])=[CH:15][CH:16]=2)=[CH:9][N:10]=1)=O.[ClH:20].